From a dataset of Forward reaction prediction with 1.9M reactions from USPTO patents (1976-2016). Predict the product of the given reaction. Given the reactants [CH3:1][C:2]1[C:7]([C:8](O)=[O:9])=[CH:6][C:5]([S:11]([N:14]2[CH2:18][CH2:17][CH2:16][CH2:15]2)(=[O:13])=[O:12])=[CH:4][C:3]=1[C:19]1[CH:24]=[CH:23][C:22]([CH3:25])=[CH:21][CH:20]=1.[CH3:26][C:27]1[N:32]=[CH:31][C:30]([C@H:33]([NH2:35])[CH3:34])=[CH:29][N:28]=1.F[P-](F)(F)(F)(F)F.C[N+](C)=C(N(C)C)ON1C2N=CC=CC=2N=N1.C(N(CC)C(C)C)(C)C, predict the reaction product. The product is: [CH3:1][C:2]1[C:7]([C:8]([NH:35][C@@H:33]([C:30]2[CH:29]=[N:28][C:27]([CH3:26])=[N:32][CH:31]=2)[CH3:34])=[O:9])=[CH:6][C:5]([S:11]([N:14]2[CH2:18][CH2:17][CH2:16][CH2:15]2)(=[O:13])=[O:12])=[CH:4][C:3]=1[C:19]1[CH:24]=[CH:23][C:22]([CH3:25])=[CH:21][CH:20]=1.